Dataset: Peptide-MHC class I binding affinity with 185,985 pairs from IEDB/IMGT. Task: Regression. Given a peptide amino acid sequence and an MHC pseudo amino acid sequence, predict their binding affinity value. This is MHC class I binding data. (1) The peptide sequence is VVYRGTTTY. The MHC is SLA-10401 with pseudo-sequence SLA-10401. The binding affinity (normalized) is 0.692. (2) The peptide sequence is GRRGWEALKY. The MHC is HLA-B35:01 with pseudo-sequence HLA-B35:01. The binding affinity (normalized) is 0. (3) The peptide sequence is AIDRQVSVKL. The MHC is HLA-A68:02 with pseudo-sequence HLA-A68:02. The binding affinity (normalized) is 0. (4) The peptide sequence is SLIYLCTFM. The MHC is HLA-B15:01 with pseudo-sequence HLA-B15:01. The binding affinity (normalized) is 0.862. (5) The peptide sequence is DEPASTEPVHDQLL. The MHC is HLA-B45:01 with pseudo-sequence HLA-B45:01. The binding affinity (normalized) is 0. (6) The peptide sequence is LTYFCFVAL. The binding affinity (normalized) is 0.406. The MHC is HLA-A32:01 with pseudo-sequence HLA-A32:01. (7) The peptide sequence is TQLPSKPHY. The MHC is HLA-B08:03 with pseudo-sequence HLA-B08:03. The binding affinity (normalized) is 0.0847.